Dataset: Forward reaction prediction with 1.9M reactions from USPTO patents (1976-2016). Task: Predict the product of the given reaction. (1) Given the reactants I[C:2]1[CH:3]=[N:4][C:5]2[C:10]([CH:11]=1)=[CH:9][CH:8]=[CH:7][C:6]=2[N+:12]([O-:14])=[O:13].[N:15]1[CH:20]=[CH:19][CH:18]=[CH:17][C:16]=1[SH:21].O=C1CCCCC1C(OCC)=O.C([O-])([O-])=O.[Cs+].[Cs+], predict the reaction product. The product is: [N+:12]([C:6]1[CH:7]=[CH:8][CH:9]=[C:10]2[C:5]=1[N:4]=[CH:3][C:2]([S:21][C:16]1[CH:17]=[CH:18][CH:19]=[CH:20][N:15]=1)=[CH:11]2)([O-:14])=[O:13]. (2) Given the reactants [N:1]1[CH:6]=[CH:5][CH:4]=[CH:3][C:2]=1[CH:7]1[CH2:11][CH2:10][C:9](=[O:12])[CH2:8]1.[BH4-].[Na+], predict the reaction product. The product is: [N:1]1[CH:6]=[CH:5][CH:4]=[CH:3][C:2]=1[C@H:7]1[CH2:11][CH2:10][C@H:9]([OH:12])[CH2:8]1. (3) Given the reactants [NH:1]1[C:9]2[C:4](=[CH:5][C:6]([C:10]#[N:11])=[CH:7][CH:8]=2)[CH:3]=[N:2]1.N.[H][H], predict the reaction product. The product is: [NH:1]1[C:9]2[C:4](=[CH:5][C:6]([CH2:10][NH2:11])=[CH:7][CH:8]=2)[CH:3]=[N:2]1. (4) Given the reactants [H-].[Na+].F[C:4]1[CH:11]=[CH:10][C:7]([C:8]#[N:9])=[CH:6][C:5]=1[O:12][CH3:13].[CH3:14][N:15]([CH:17]=O)[CH3:16], predict the reaction product. The product is: [CH2:17]([N:15]1[CH2:14][CH2:6][CH:5]([O:12][C:4]2[CH:11]=[CH:10][C:7]([C:8]#[N:9])=[CH:6][C:5]=2[O:12][CH3:13])[CH2:4][CH2:16]1)[CH2:8][CH2:7][CH3:10]. (5) Given the reactants [F:1][C:2]1[CH:7]=[CH:6][C:5]([N:8]2[C:12]3[CH:13]=[CH:14][C:15]([C:17]([O:19]C)=[O:18])=[CH:16][C:11]=3[N:10]=[CH:9]2)=[CH:4][CH:3]=1.[OH-].[Na+], predict the reaction product. The product is: [F:1][C:2]1[CH:3]=[CH:4][C:5]([N:8]2[C:12]3[CH:13]=[CH:14][C:15]([C:17]([OH:19])=[O:18])=[CH:16][C:11]=3[N:10]=[CH:9]2)=[CH:6][CH:7]=1. (6) Given the reactants C([NH:5][S:6]([C:9]1[CH:14]=[CH:13][CH:12]=[C:11]([C:15]2[N:16]=[CH:17][N:18]([C:20]3[CH:25]=[C:24]([CH3:26])[CH:23]=[C:22]([C:27]4[CH:32]=[CH:31][C:30]([Cl:33])=[CH:29][CH:28]=4)[N:21]=3)[CH:19]=2)[CH:10]=1)(=[O:8])=[O:7])(C)(C)C.C(O)(C(F)(F)F)=O, predict the reaction product. The product is: [Cl:33][C:30]1[CH:31]=[CH:32][C:27]([C:22]2[N:21]=[C:20]([N:18]3[CH:19]=[C:15]([C:11]4[CH:10]=[C:9]([S:6]([NH2:5])(=[O:7])=[O:8])[CH:14]=[CH:13][CH:12]=4)[NH:16][CH2:17]3)[CH:25]=[C:24]([CH3:26])[CH:23]=2)=[CH:28][CH:29]=1. (7) Given the reactants [CH3:1][C:2]([O:6][CH2:7][C:8]([O:10][CH3:11])=[O:9])([CH3:5])[C:3]#[CH:4].S(=O)(=O)(O)[OH:13], predict the reaction product. The product is: [CH3:5][C:2]([CH3:1])([O:6][CH2:7][C:8]([O:10][CH3:11])=[O:9])[C:3](=[O:13])[CH3:4]. (8) Given the reactants [N:1]1([C:10]2[S:14][C:13]([C:15]([O:17]C)=O)=[C:12]([O:19][CH2:20][C:21]3[CH:26]=[CH:25][C:24]([C:27]([F:30])([F:29])[F:28])=[CH:23][CH:22]=3)[CH:11]=2)[C:9]2[CH:8]=[CH:7][N:6]=[CH:5][C:4]=2[N:3]=[CH:2]1.[NH3:31], predict the reaction product. The product is: [N:1]1([C:10]2[S:14][C:13]([C:15]([NH2:31])=[O:17])=[C:12]([O:19][CH2:20][C:21]3[CH:22]=[CH:23][C:24]([C:27]([F:28])([F:29])[F:30])=[CH:25][CH:26]=3)[CH:11]=2)[C:9]2[CH:8]=[CH:7][N:6]=[CH:5][C:4]=2[N:3]=[CH:2]1. (9) Given the reactants [C:1]([C:5]1[NH:14][C:8]2=[CH:9][N:10]=[C:11]([NH2:13])[CH:12]=[C:7]2[CH:6]=1)([CH3:4])([CH3:3])[CH3:2].[O:15]1[C:19]2[CH:20]=[CH:21][C:22]([C:24]3([C:27](O)=[O:28])[CH2:26][CH2:25]3)=[CH:23][C:18]=2[O:17][CH2:16]1.C(N(CC)CC)C.F[P-](F)(F)(F)(F)F.N1(OC(N(C)C)=[N+](C)C)C2N=CC=CC=2N=N1, predict the reaction product. The product is: [O:15]1[C:19]2[CH:20]=[CH:21][C:22]([C:24]3([C:27]([NH:13][C:11]4[CH:12]=[C:7]5[CH:6]=[C:5]([C:1]([CH3:4])([CH3:2])[CH3:3])[NH:14][C:8]5=[CH:9][N:10]=4)=[O:28])[CH2:25][CH2:26]3)=[CH:23][C:18]=2[O:17][CH2:16]1.